Dataset: TCR-epitope binding with 47,182 pairs between 192 epitopes and 23,139 TCRs. Task: Binary Classification. Given a T-cell receptor sequence (or CDR3 region) and an epitope sequence, predict whether binding occurs between them. (1) The epitope is VTIAEILLI. The TCR CDR3 sequence is CASSIVAGSYNEQFF. Result: 0 (the TCR does not bind to the epitope). (2) The epitope is TLIGDCATV. The TCR CDR3 sequence is CASSPYQGAGGEQFF. Result: 1 (the TCR binds to the epitope).